From a dataset of Reaction yield outcomes from USPTO patents with 853,638 reactions. Predict the reaction yield, written as a fraction of the theoretical maximum amount of product (1.0 means a 100% yield; for example, 0.34 means a 34% yield). (1) The reactants are [F:1][C:2]1[CH:7]=[CH:6][CH:5]=[CH:4][C:3]=1[CH2:8][CH2:9][CH2:10][NH2:11].C[O:13][C:14](=O)[C:15]1[CH:20]=[CH:19][CH:18]=[CH:17][C:16]=1[CH2:21]Br.C([O-])([O-])=O.[K+].[K+].C(OCC)(=O)C. The catalyst is C1(C)C=CC=CC=1. The product is [F:1][C:2]1[CH:7]=[CH:6][CH:5]=[CH:4][C:3]=1[CH2:8][CH2:9][CH2:10][N:11]1[CH2:21][C:16]2[C:15](=[CH:20][CH:19]=[CH:18][CH:17]=2)[C:14]1=[O:13]. The yield is 0.510. (2) The reactants are [CH3:1][CH:2]([C:7]([O:9][CH3:10])=[O:8])[C:3]([O:5][CH3:6])=[O:4].[H-].[Na+].I[CH2:14][C@@H:15]1[CH2:19][N:18]([C@H:20]([C:22]2[CH:27]=[CH:26][CH:25]=[CH:24][CH:23]=2)[CH3:21])[C:17](=[O:28])[CH2:16]1.O. The catalyst is CS(C)=O. The product is [CH3:6][O:5][C:3](=[O:4])[C:2]([CH3:1])([CH2:14][C@H:15]1[CH2:16][C:17](=[O:28])[N:18]([C@H:20]([C:22]2[CH:27]=[CH:26][CH:25]=[CH:24][CH:23]=2)[CH3:21])[CH2:19]1)[C:7]([O:9][CH3:10])=[O:8]. The yield is 0.810. (3) The reactants are [Cl:1][C:2]1[C:9]([CH3:10])=[CH:8][C:5]([C:6]#[N:7])=[CH:4][C:3]=1[CH3:11].[Br:12]N1C(=O)CCC1=O. The catalyst is C(Cl)(Cl)(Cl)Cl.C(OOC(=O)C1C=CC=CC=1)(=O)C1C=CC=CC=1. The product is [Br:12][CH2:10][C:9]1[CH:8]=[C:5]([CH:4]=[C:3]([CH3:11])[C:2]=1[Cl:1])[C:6]#[N:7]. The yield is 0.660. (4) The catalyst is C(Cl)(Cl)Cl. The product is [Cl:1][C:2]1[CH:8]=[CH:7][CH:6]=[CH:5][C:3]=1[NH:4][CH2:11][CH2:12][N:13]1[CH2:17][CH2:16][CH2:15][CH2:14]1. The reactants are [Cl:1][C:2]1[CH:8]=[CH:7][CH:6]=[CH:5][C:3]=1[NH2:4].Cl.Cl[CH2:11][CH2:12][N:13]1[CH2:17][CH2:16][CH2:15][CH2:14]1. The yield is 0.440. (5) The reactants are CS([C:4]1[N:5]([CH2:38][C:39]([F:42])([F:41])[F:40])[C:6](=[O:37])[C:7]2[C:12]([C:13]3[CH:18]=[CH:17][CH:16]=[CH:15][CH:14]=3)=[C:11]([C:19]3[CH:24]=[CH:23][C:22]([C:25]4([NH:29][C:30](=[O:36])[O:31][C:32]([CH3:35])([CH3:34])[CH3:33])[CH2:28][CH2:27][CH2:26]4)=[CH:21][CH:20]=3)[O:10][C:8]=2[N:9]=1)=O.[NH2:43][CH2:44][CH2:45][OH:46]. The catalyst is O1CCCC1. The product is [OH:46][CH2:45][CH2:44][NH:43][C:4]1[N:5]([CH2:38][C:39]([F:42])([F:40])[F:41])[C:6](=[O:37])[C:7]2[C:12]([C:13]3[CH:14]=[CH:15][CH:16]=[CH:17][CH:18]=3)=[C:11]([C:19]3[CH:24]=[CH:23][C:22]([C:25]4([NH:29][C:30](=[O:36])[O:31][C:32]([CH3:35])([CH3:33])[CH3:34])[CH2:28][CH2:27][CH2:26]4)=[CH:21][CH:20]=3)[O:10][C:8]=2[N:9]=1. The yield is 0.600. (6) The reactants are [N:1]1[CH:6]=[CH:5][CH:4]=[C:3](/[CH:7]=[CH:8]/[C:9]([O:11]C)=O)[CH:2]=1.[CH3:13][O:14][C:15]1[CH:16]=[C:17]([CH:22]=[CH:23][C:24]=1[O:25][CH3:26])[CH2:18][CH2:19][NH:20][CH3:21].[H-].[Na+].COCCOCCOC. The catalyst is O. The product is [CH3:13][O:14][C:15]1[CH:16]=[C:17]([CH:22]=[CH:23][C:24]=1[O:25][CH3:26])[CH2:18][CH2:19][N:20]([CH3:21])[C:9](=[O:11])/[CH:8]=[CH:7]/[C:3]1[CH:2]=[N:1][CH:6]=[CH:5][CH:4]=1. The yield is 0.430.